Dataset: Full USPTO retrosynthesis dataset with 1.9M reactions from patents (1976-2016). Task: Predict the reactants needed to synthesize the given product. (1) Given the product [CH2:21]([S:1][C:2]1[CH:3]=[CH:4][C:5]([CH2:8][C:9]([O:11][CH2:19][CH3:20])=[O:10])=[CH:6][CH:7]=1)[CH3:22], predict the reactants needed to synthesize it. The reactants are: [SH:1][C:2]1[CH:7]=[CH:6][C:5]([CH2:8][C:9]([OH:11])=[O:10])=[CH:4][CH:3]=1.C(=O)([O-])[O-].[K+].[K+].I[CH2:19][CH3:20].[C:21](OCC)(=O)[CH3:22]. (2) Given the product [CH3:17][O:18][C:19](=[O:38])[CH2:20][C:21]1[CH:30]=[C:29]([CH:31]2[CH2:36][CH2:35][N:34]([S:45]([C:41]3[CH:40]=[N:39][CH:44]=[CH:43][CH:42]=3)(=[O:47])=[O:46])[CH2:33][CH2:32]2)[C:28]2[C:23](=[CH:24][CH:25]=[C:26]([F:37])[CH:27]=2)[CH:22]=1, predict the reactants needed to synthesize it. The reactants are: C(N(C(C)C)CC)(C)C.FC(F)(F)C(O)=O.[CH3:17][O:18][C:19](=[O:38])[CH2:20][C:21]1[CH:30]=[C:29]([CH:31]2[CH2:36][CH2:35][NH:34][CH2:33][CH2:32]2)[C:28]2[C:23](=[CH:24][CH:25]=[C:26]([F:37])[CH:27]=2)[CH:22]=1.[N:39]1[CH:44]=[CH:43][CH:42]=[C:41]([S:45](Cl)(=[O:47])=[O:46])[CH:40]=1.